Dataset: Reaction yield outcomes from USPTO patents with 853,638 reactions. Task: Predict the reaction yield, written as a fraction of the theoretical maximum amount of product (1.0 means a 100% yield; for example, 0.34 means a 34% yield). (1) The reactants are [CH3:1][O:2][C:3]1[CH:4]=[C:5]2[C:10](=[CH:11][C:12]=1[O:13][CH3:14])[N:9]=[CH:8][N:7]=[C:6]2[O:15][C:16]1[CH:22]=[CH:21][C:19]([NH2:20])=[C:18]([O:23][CH3:24])[CH:17]=1.Cl[C:26](Cl)([O:28][C:29](=[O:35])OC(Cl)(Cl)Cl)Cl.[CH:37]1(O)[CH2:42][CH2:41]C[CH2:39][CH2:38]1.C(=O)(O)[O-].[Na+]. The catalyst is C(Cl)Cl.C(N(CC)CC)C.C1(C)C=CC=CC=1. The product is [CH3:1][O:2][C:3]1[CH:4]=[C:5]2[C:10](=[CH:11][C:12]=1[O:13][CH3:14])[N:9]=[CH:8][N:7]=[C:6]2[O:15][C:16]1[CH:22]=[CH:21][C:19]([NH:20][C:29](=[O:35])[O:28][CH:26]2[CH2:41][CH2:42][CH2:37][CH2:38][CH2:39]2)=[C:18]([O:23][CH3:24])[CH:17]=1. The yield is 0.850. (2) The reactants are [F:1][C:2]1[CH:10]=[CH:9][CH:8]=[C:7]2[C:3]=1[CH:4]=[CH:5][NH:6]2.[CH3:11][C:12]([O:15][C:16](O[C:16]([O:15][C:12]([CH3:14])([CH3:13])[CH3:11])=[O:17])=[O:17])([CH3:14])[CH3:13]. The catalyst is CN(C1C=CN=CC=1)C.C1COCC1. The product is [F:1][C:2]1[CH:10]=[CH:9][CH:8]=[C:7]2[C:3]=1[CH:4]=[CH:5][N:6]2[C:16]([O:15][C:12]([CH3:14])([CH3:13])[CH3:11])=[O:17]. The yield is 0.960.